This data is from Catalyst prediction with 721,799 reactions and 888 catalyst types from USPTO. The task is: Predict which catalyst facilitates the given reaction. (1) Reactant: [CH2:1]([NH:8][C:9](=[O:46])[NH:10][C:11]1[N:16]=[CH:15][C:14]2[C:17]([CH2:39][CH2:40][C:41]([O:43][CH2:44][CH3:45])=[O:42])=[N:18][N:19](C(C3C=CC=CC=3)(C3C=CC=CC=3)C3C=CC=CC=3)[C:13]=2[CH:12]=1)[C:2]1[CH:7]=[CH:6][CH:5]=[CH:4][CH:3]=1.C([SiH](CC)CC)C. Product: [CH2:1]([NH:8][C:9](=[O:46])[NH:10][C:11]1[N:16]=[CH:15][C:14]2[C:17]([CH2:39][CH2:40][C:41]([O:43][CH2:44][CH3:45])=[O:42])=[N:18][NH:19][C:13]=2[CH:12]=1)[C:2]1[CH:3]=[CH:4][CH:5]=[CH:6][CH:7]=1. The catalyst class is: 67. (2) Reactant: [CH3:1][O:2][C:3](=[O:14])[CH2:4][C:5]1[CH:13]=[CH:12][C:8]([C:9](O)=[O:10])=[CH:7][N:6]=1.[CH3:15][N:16](C(ON1N=NC2C=CC=NC1=2)=[N+](C)C)[CH3:17].F[P-](F)(F)(F)(F)F.C(N(C(C)C)C(C)C)C.CNC. Product: [CH3:15][N:16]([CH3:17])[C:9]([C:8]1[CH:12]=[CH:13][C:5]([CH2:4][C:3]([O:2][CH3:1])=[O:14])=[N:6][CH:7]=1)=[O:10]. The catalyst class is: 9. (3) Reactant: [CH3:1][C:2]1[C:11]2[C:6](=[CH:7][CH:8]=[CH:9][CH:10]=2)[C:5]([C:12]([NH:14][C:15]2[C:16]([C:23]([NH:25][CH2:26][CH:27]3[CH2:32][CH2:31][O:30][CH2:29][CH2:28]3)=[O:24])=[N:17][C:18]([O:21][CH3:22])=[CH:19][CH:20]=2)=[O:13])=[CH:4][CH:3]=1.[Br:33]N1C(=O)CCC1=O.C(OOC(=O)C1C=CC=CC=1)(=O)C1C=CC=CC=1. Product: [Br:33][CH2:1][C:2]1[C:11]2[C:6](=[CH:7][CH:8]=[CH:9][CH:10]=2)[C:5]([C:12]([NH:14][C:15]2[C:16]([C:23]([NH:25][CH2:26][CH:27]3[CH2:28][CH2:29][O:30][CH2:31][CH2:32]3)=[O:24])=[N:17][C:18]([O:21][CH3:22])=[CH:19][CH:20]=2)=[O:13])=[CH:4][CH:3]=1. The catalyst class is: 53. (4) Reactant: [NH2:1][CH2:2][C:3]1[CH:12]=[CH:11][C:6]([C:7]([O:9][CH3:10])=[O:8])=[CH:5][N:4]=1.[C:13]1([CH2:19][CH2:20][C:21](Cl)=[O:22])[CH:18]=[CH:17][CH:16]=[CH:15][CH:14]=1.C([O-])(O)=O.[Na+]. Product: [C:13]1([CH2:19][CH2:20][C:21]([NH:1][CH2:2][C:3]2[CH:12]=[CH:11][C:6]([C:7]([O:9][CH3:10])=[O:8])=[CH:5][N:4]=2)=[O:22])[CH:18]=[CH:17][CH:16]=[CH:15][CH:14]=1. The catalyst class is: 17.